Predict the product of the given reaction. From a dataset of Forward reaction prediction with 1.9M reactions from USPTO patents (1976-2016). (1) Given the reactants [C:1]([N:4]1[CH2:9][CH2:8][NH:7][CH2:6][CH2:5]1)(=[O:3])[CH3:2].F[C:11]1[CH:16]=[CH:15][C:14]([F:17])=[CH:13][C:12]=1[N+:18]([O-:20])=[O:19].C(=O)([O-])[O-].[K+].[K+].O, predict the reaction product. The product is: [C:1]([N:4]1[CH2:9][CH2:8][N:7]([C:11]2[CH:16]=[CH:15][C:14]([F:17])=[CH:13][C:12]=2[N+:18]([O-:20])=[O:19])[CH2:6][CH2:5]1)(=[O:3])[CH3:2]. (2) Given the reactants [F:1][C:2]1[CH:7]=[CH:6][C:5]([C:8]2([CH2:21][O:22][CH2:23][C:24]3[C:29]4[N:30]([CH3:33])[N:31]=[N:32][C:28]=4[CH:27]=[C:26]([C:34]([F:37])([F:36])[F:35])[CH:25]=3)[CH2:13][CH2:12][N:11]([C:14](OC(C)(C)C)=O)[CH2:10][CH2:9]2)=[CH:4][CH:3]=1.C([BH3-])#N.[Na+].C=O, predict the reaction product. The product is: [F:1][C:2]1[CH:3]=[CH:4][C:5]([C:8]2([CH2:21][O:22][CH2:23][C:24]3[C:29]4[N:30]([CH3:33])[N:31]=[N:32][C:28]=4[CH:27]=[C:26]([C:34]([F:37])([F:35])[F:36])[CH:25]=3)[CH2:13][CH2:12][N:11]([CH3:14])[CH2:10][CH2:9]2)=[CH:6][CH:7]=1. (3) Given the reactants [F:1][CH:2]([F:28])[O:3][C:4]1[CH:5]=[C:6]([NH:10][C:11]2[C:20]3[C:15](=[CH:16][CH:17]=[C:18]([NH2:21])[CH:19]=3)[N:14]=[C:13]([C:22]3[CH:27]=[N:26][CH:25]=[CH:24][N:23]=3)[N:12]=2)[CH:7]=[CH:8][CH:9]=1.CCN(CC)CC.[CH3:36][O:37][C:38]1[CH:46]=[CH:45][C:41]([C:42](Cl)=[O:43])=[CH:40][N:39]=1, predict the reaction product. The product is: [F:28][CH:2]([F:1])[O:3][C:4]1[CH:5]=[C:6]([NH:10][C:11]2[C:20]3[C:15](=[CH:16][CH:17]=[C:18]([NH:21][C:42](=[O:43])[C:41]4[CH:45]=[CH:46][C:38]([O:37][CH3:36])=[N:39][CH:40]=4)[CH:19]=3)[N:14]=[C:13]([C:22]3[CH:27]=[N:26][CH:25]=[CH:24][N:23]=3)[N:12]=2)[CH:7]=[CH:8][CH:9]=1. (4) Given the reactants C([O:4][C@@H:5]1[C@H:9]([O:10]C(=O)C)[C@@H:8]([CH3:14])[O:7][C@H:6]1[N:15]1[CH:34]=[C:33]([F:35])[C:19]([NH:20][C:21]([O:23][CH2:24][C:25]2[S:26][C:27]([N+:30]([O-:32])=[O:31])=[CH:28][CH:29]=2)=[O:22])=[N:18][C:16]1=[O:17])(=O)C.[OH-].[Na+].Cl, predict the reaction product. The product is: [F:35][C:33]1[C:19]([NH:20][C:21]([O:23][CH2:24][C:25]2[S:26][C:27]([N+:30]([O-:32])=[O:31])=[CH:28][CH:29]=2)=[O:22])=[N:18][C:16](=[O:17])[N:15]([CH:34]=1)[C@@H:6]1[O:7][C@H:8]([CH3:14])[C@@H:9]([OH:10])[C@H:5]1[OH:4]. (5) The product is: [C:16]([C:15]1[CH:14]=[C:13]([N:12]2[C:23](=[O:24])[CH2:22][C:21](=[O:26])[NH:1][C:2]3[C:11]4[CH2:10][CH2:9][CH2:8][CH2:7][C:6]=4[CH:5]=[CH:4][C:3]2=3)[CH:20]=[CH:19][CH:18]=1)#[N:17]. Given the reactants [NH2:1][C:2]1[C:11]2[CH2:10][CH2:9][CH2:8][CH2:7][C:6]=2[CH:5]=[CH:4][C:3]=1[NH:12][C:13]1[CH:14]=[C:15]([CH:18]=[CH:19][CH:20]=1)[C:16]#[N:17].[C:21](Cl)(=[O:26])[CH2:22][C:23](Cl)=[O:24], predict the reaction product. (6) Given the reactants [CH2:1]1[CH:8]2[N:4]([C:5](=[O:9])[CH2:6][CH2:7]2)[C:3](=[O:10])[CH2:2]1.[CH2:11]([Mg]Cl)[C:12]1[CH:17]=[CH:16][CH:15]=[CH:14][CH:13]=1, predict the reaction product. The product is: [O:9]=[C:5]([CH2:11][C:12]1[CH:17]=[CH:16][CH:15]=[CH:14][CH:13]=1)[CH2:6][CH2:7][CH:8]1[NH:4][C:3](=[O:10])[CH2:2][CH2:1]1.